From a dataset of Retrosynthesis with 50K atom-mapped reactions and 10 reaction types from USPTO. Predict the reactants needed to synthesize the given product. (1) Given the product Cc1nn(C)cc1S(=O)(=O)N(C)c1ccc(Cc2nc3c([nH]2)c(=O)n(Cc2ccccc2F)c(=O)n3CC2CC2)cc1, predict the reactants needed to synthesize it. The reactants are: Cc1nn(C)c(Cl)c1S(=O)(=O)N(C)c1ccc(Cc2nc3c([nH]2)c(=O)n(Cc2ccccc2F)c(=O)n3CC2CC2)cc1. (2) Given the product N=C(NC(=O)c1c(F)cncc1C1CCC1)c1ccnc2[nH]c3ncc(F)cc3c12, predict the reactants needed to synthesize it. The reactants are: N=C(N)c1ccnc2[nH]c3ncc(F)cc3c12.O=C(O)c1c(F)cncc1C1CCC1.